Dataset: Forward reaction prediction with 1.9M reactions from USPTO patents (1976-2016). Task: Predict the product of the given reaction. (1) Given the reactants [CH3:1][O:2][C:3]1[CH:28]=[CH:27][C:6]([CH2:7][N:8]2[C:16](=O)[C:15]3[C:10](=[CH:11][CH:12]=[CH:13][C:14]=3[O:18][CH2:19][CH2:20][O:21][CH2:22][CH2:23][O:24][CH3:25])[C:9]2=O)=[CH:5][CH:4]=1.[H-].[Al+3].[Li+].[H-].[H-].[H-], predict the reaction product. The product is: [CH3:1][O:2][C:3]1[CH:4]=[CH:5][C:6]([CH2:7][N:8]2[CH2:16][C:15]3[C:10](=[CH:11][CH:12]=[CH:13][C:14]=3[O:18][CH2:19][CH2:20][O:21][CH2:22][CH2:23][O:24][CH3:25])[CH2:9]2)=[CH:27][CH:28]=1. (2) The product is: [C:1]([N:9]1[CH2:22][CH2:21][C:20]2[C:19]3[CH:18]=[C:17]([S:23]([C:26]4[CH:31]=[CH:30][CH:29]=[CH:28][CH:27]=4)(=[O:25])=[O:24])[CH:16]=[CH:15][C:14]=3[N:13]([CH3:35])[C:12]=2[CH2:11][CH2:10]1)(=[O:8])[C:2]1[CH:3]=[CH:4][CH:5]=[CH:6][CH:7]=1. Given the reactants [C:1]([N:9]1[CH2:22][CH2:21][C:20]2[C:19]3[CH:18]=[C:17]([S:23]([C:26]4[CH:31]=[CH:30][CH:29]=[CH:28][CH:27]=4)(=[O:25])=[O:24])[CH:16]=[CH:15][C:14]=3[NH:13][C:12]=2[CH2:11][CH2:10]1)(=[O:8])[C:2]1[CH:7]=[CH:6][CH:5]=[CH:4][CH:3]=1.[H-].[Na+].I[CH3:35], predict the reaction product. (3) Given the reactants N[C:2]1[CH:23]=[CH:22][C:5]2[C:6]3[C:19]([O:20][CH3:21])=[CH:18][CH:17]=[CH:16][C:7]=3[O:8][CH:9]([C:10]3[CH:15]=[CH:14][CH:13]=[CH:12][CH:11]=3)[C:4]=2[CH:3]=1.[N:24]1C=CC=CC=1.[C:30]1([S:36](Cl)(=[O:38])=[O:37])[CH:35]=[CH:34][CH:33]=[CH:32][CH:31]=1, predict the reaction product. The product is: [CH3:21][O:20][C:19]1[C:6]2[C:5]3[CH:22]=[CH:23][C:2]([C:31]4[CH:32]=[CH:33][CH:34]=[CH:35][C:30]=4[S:36]([NH2:24])(=[O:38])=[O:37])=[CH:3][C:4]=3[CH:9]([C:10]3[CH:15]=[CH:14][CH:13]=[CH:12][CH:11]=3)[O:8][C:7]=2[CH:16]=[CH:17][CH:18]=1. (4) Given the reactants [F:1][C:2]1[CH:7]=[C:6]([I:8])[CH:5]=[CH:4][C:3]=1[NH:9][C:10]1[N:11]([CH3:28])[C:12](=[O:27])[C:13]([CH3:26])=[CH:14][C:15]=1[C:16](ON1C(=O)CCC1=O)=[O:17].C1COCC1.CC(C)=O.[N-:38]=[N+:39]=[N-:40].[Na+], predict the reaction product. The product is: [F:1][C:2]1[CH:7]=[C:6]([I:8])[CH:5]=[CH:4][C:3]=1[NH:9][C:10]1[N:11]([CH3:28])[C:12](=[O:27])[C:13]([CH3:26])=[CH:14][C:15]=1[C:16]([N:38]=[N+:39]=[N-:40])=[O:17]. (5) Given the reactants [CH3:1][C:2]1[CH:7]=[CH:6][N:5]=[C:4]([C:8]2[O:9][C:10]3[CH2:11][NH:12][CH2:13][CH2:14][C:15]=3[N:16]=2)[CH:3]=1.Br[C:18]1[CH:19]=[C:20]([CH:23]=[CH:24][CH:25]=1)[C:21]#[N:22].C([O-])([O-])=O.[Cs+].[Cs+].CC1(C)C2C(=C(P(C3C=CC=CC=3)C3C=CC=CC=3)C=CC=2)OC2C(P(C3C=CC=CC=3)C3C=CC=CC=3)=CC=CC1=2, predict the reaction product. The product is: [CH3:1][C:2]1[CH:7]=[CH:6][N:5]=[C:4]([C:8]2[O:9][C:10]3[CH2:11][N:12]([C:18]4[CH:19]=[C:20]([CH:23]=[CH:24][CH:25]=4)[C:21]#[N:22])[CH2:13][CH2:14][C:15]=3[N:16]=2)[CH:3]=1. (6) The product is: [Br:1][C:2]1[CH:11]=[C:10]2[C:5]([CH:6]=[CH:7][N:8]([CH2:17][C:16]3[CH:19]=[CH:20][CH:21]=[C:14]([F:13])[CH:15]=3)[C:9]2=[O:12])=[CH:4][CH:3]=1. Given the reactants [Br:1][C:2]1[CH:11]=[C:10]2[C:5]([CH:6]=[CH:7][N:8]=[C:9]2[OH:12])=[CH:4][CH:3]=1.[F:13][C:14]1[CH:15]=[C:16]([CH:19]=[CH:20][CH:21]=1)[CH2:17]Br.C(=O)([O-])[O-].[Cs+].[Cs+], predict the reaction product. (7) Given the reactants [F:1][C:2]1[CH:7]=[CH:6][C:5]([CH2:8][CH2:9][C:10](=O)[CH2:11][C:12]([C:14]2[CH:15]=[C:16]([CH:19]=[CH:20][CH:21]=2)[C:17]#[N:18])=O)=[CH:4][CH:3]=1.C(O)(=O)C(O)=O.[CH2:29]([NH:31][NH2:32])[CH3:30].CCN(CC)CC, predict the reaction product. The product is: [CH2:29]([N:31]1[C:10]([CH2:9][CH2:8][C:5]2[CH:6]=[CH:7][C:2]([F:1])=[CH:3][CH:4]=2)=[CH:11][C:12]([C:14]2[CH:15]=[C:16]([CH:19]=[CH:20][CH:21]=2)[C:17]#[N:18])=[N:32]1)[CH3:30].